Dataset: Full USPTO retrosynthesis dataset with 1.9M reactions from patents (1976-2016). Task: Predict the reactants needed to synthesize the given product. (1) Given the product [ClH:32].[CH2:1]([C:3]1[CH:4]=[CH:5][C:6]([CH2:7][NH:8][CH:9]2[CH2:10][CH2:11][N:12]([CH2:15][CH2:16][N:17]3[C:26]4[C:21](=[CH:22][CH:23]=[C:24]([O:27][CH3:28])[CH:25]=4)[N:20]=[CH:19][C:18]3=[O:29])[CH2:13][CH2:14]2)=[CH:30][CH:31]=1)[CH3:2], predict the reactants needed to synthesize it. The reactants are: [CH2:1]([C:3]1[CH:31]=[CH:30][C:6]([CH2:7][NH:8][CH:9]2[CH2:14][CH2:13][N:12]([CH2:15][CH2:16][N:17]3[C:26]4[C:21](=[CH:22][CH:23]=[C:24]([O:27][CH3:28])[CH:25]=4)[N:20]=[CH:19][C:18]3=[O:29])[CH2:11][CH2:10]2)=[CH:5][CH:4]=1)[CH3:2].[ClH:32].C(OCC)(=O)C. (2) Given the product [CH3:1][C:2]1[N:11]=[CH:10][C:9]2[C:4](=[CH:5][CH:6]=[C:7]([NH2:12])[CH:8]=2)[N:3]=1, predict the reactants needed to synthesize it. The reactants are: [CH3:1][C:2]1[N:11]=[CH:10][C:9]2[C:4](=[CH:5][CH:6]=[C:7]([N+:12]([O-])=O)[CH:8]=2)[N:3]=1. (3) Given the product [Cl:15][C:2]1[C:7]([C:8]([O:10][CH2:11][CH3:12])=[O:9])=[CH:6][N:5]=[CH:4][N:3]=1, predict the reactants needed to synthesize it. The reactants are: O[C:2]1[C:7]([C:8]([O:10][CH2:11][CH3:12])=[O:9])=[CH:6][N:5]=[CH:4][N:3]=1.S(Cl)([Cl:15])=O. (4) Given the product [S:8]1[C:3]2[CH:4]=[CH:5][CH:6]=[CH:7][C:2]=2[N:1]=[C:18]1[C:17]1[CH:20]=[C:21]([C:23]2[CH:28]=[CH:27][CH:26]=[CH:25][CH:24]=2)[CH:22]=[C:15]([C:9]2[CH:10]=[CH:11][CH:12]=[CH:13][CH:14]=2)[C:16]=1[OH:29], predict the reactants needed to synthesize it. The reactants are: [NH2:1][C:2]1[CH:7]=[CH:6][CH:5]=[CH:4][C:3]=1[SH:8].[C:9]1([C:15]2[CH:22]=[C:21]([C:23]3[CH:28]=[CH:27][CH:26]=[CH:25][CH:24]=3)[CH:20]=[C:17]([CH:18]=O)[C:16]=2[OH:29])[CH:14]=[CH:13][CH:12]=[CH:11][CH:10]=1. (5) Given the product [CH3:30][NH:31][CH2:12][CH:13]1[CH2:17][C:16]2[CH:18]=[CH:19][CH:20]=[C:21]([C:22]3[C:27]([CH3:28])=[CH:26][CH:25]=[CH:24][C:23]=3[CH3:29])[C:15]=2[O:14]1, predict the reactants needed to synthesize it. The reactants are: CC1C=CC(S(O[CH2:12][CH:13]2[CH2:17][C:16]3[CH:18]=[CH:19][CH:20]=[C:21]([C:22]4[C:27]([CH3:28])=[CH:26][CH:25]=[CH:24][C:23]=4[CH3:29])[C:15]=3[O:14]2)(=O)=O)=CC=1.[CH3:30][NH2:31].